This data is from Full USPTO retrosynthesis dataset with 1.9M reactions from patents (1976-2016). The task is: Predict the reactants needed to synthesize the given product. (1) Given the product [Cl:22][C:19]1[CH:18]=[CH:17][C:16]([C:7]2[C:6](=[O:23])[C:5]3[C:10]([O:9][C:8]=2[CH:13]([CH3:14])[CH3:15])=[C:11]2[N:12]=[N:24][NH:1][C:2]2=[CH:3][CH:4]=3)=[CH:21][CH:20]=1, predict the reactants needed to synthesize it. The reactants are: [NH2:1][C:2]1[C:11]([NH2:12])=[C:10]2[C:5]([C:6](=[O:23])[C:7]([C:16]3[CH:21]=[CH:20][C:19]([Cl:22])=[CH:18][CH:17]=3)=[C:8]([CH:13]([CH3:15])[CH3:14])[O:9]2)=[CH:4][CH:3]=1.[N:24]([O-])=O.[Na+]. (2) Given the product [NH2:20][C:18]1[N:17]([C:2]2[CH:3]=[C:4]([CH2:5][OH:6])[CH:7]=[C:8]([F:10])[CH:9]=2)[N:16]=[C:15]([C:11]([CH3:14])([CH3:13])[CH3:12])[CH:19]=1, predict the reactants needed to synthesize it. The reactants are: Br[C:2]1[CH:3]=[C:4]([CH:7]=[C:8]([F:10])[CH:9]=1)[CH2:5][OH:6].[C:11]([C:15]1[CH:19]=[C:18]([NH2:20])[NH:17][N:16]=1)([CH3:14])([CH3:13])[CH3:12].C(=O)([O-])[O-].[K+].[K+]. (3) Given the product [ClH:30].[ClH:1].[Cl:30][C:27]1[CH:26]=[CH:25][C:24]([CH2:23][O:22][CH2:21][C:18]2([NH2:31])[CH2:19][CH2:20][NH:15][CH2:16][CH2:17]2)=[CH:29][CH:28]=1, predict the reactants needed to synthesize it. The reactants are: [ClH:1].O1CCOCC1.C(OC([N:15]1[CH2:20][CH2:19][C:18]([NH:31]C(OC(C)(C)C)=O)([CH2:21][O:22][CH2:23][C:24]2[CH:29]=[CH:28][C:27]([Cl:30])=[CH:26][CH:25]=2)[CH2:17][CH2:16]1)=O)(C)(C)C.